From a dataset of Full USPTO retrosynthesis dataset with 1.9M reactions from patents (1976-2016). Predict the reactants needed to synthesize the given product. (1) Given the product [C:2]([O:4][C@H:5]1[C:14]2[C@:15]3([CH3:30])[C:16](/[C:17](=[CH:18]\[N:36]([C:32]([CH3:35])([CH3:34])[CH3:33])[CH2:37][CH2:38][OH:39])/[C:23](=[O:24])[O:25][C@@H:26]3[CH2:27][O:28][CH3:29])=[C:20]([OH:19])[C:21](=[O:22])[C:13]=2[CH:8]2[C@@:7]([CH3:31])([C@@H:11]([OH:12])[CH2:10][CH2:9]2)[CH2:6]1)(=[O:3])[CH3:1], predict the reactants needed to synthesize it. The reactants are: [CH3:1][C:2]([O:4][C@H:5]1[C:14]2[C@@:15]3([CH3:30])[C@@H:26]([CH2:27][O:28][CH3:29])[O:25][C:23](=[O:24])[C:17]4=[CH:18][O:19][C:20]([C:21](=[O:22])[C:13]=2[C@@H:8]2[CH2:9][CH2:10][C@H:11]([OH:12])[C@@:7]2([CH3:31])[CH2:6]1)=[C:16]34)=[O:3].[C:32]([NH:36][CH2:37][CH2:38][OH:39])([CH3:35])([CH3:34])[CH3:33]. (2) Given the product [Cl:31][C:30]1[C:21]([NH:20][C:18]2[C:17]([Cl:32])=[CH:16][N:15]=[C:14]([NH:13][C:4]3[CH:5]=[CH:6][C:7]4[CH2:8][CH:9]5[N:12]([CH2:34][CH2:35][O:36][CH3:37])[CH:1]([CH2:11][CH2:10]5)[C:2]=4[CH:3]=3)[N:19]=2)=[C:22]([CH:27]=[CH:28][CH:29]=1)[C:23]([NH:25][CH3:26])=[O:24], predict the reactants needed to synthesize it. The reactants are: [CH:1]12[NH:12][CH:9]([CH2:10][CH2:11]1)[CH2:8][C:7]1[CH:6]=[CH:5][C:4]([NH:13][C:14]3[N:19]=[C:18]([NH:20][C:21]4[C:30]([Cl:31])=[CH:29][CH:28]=[CH:27][C:22]=4[C:23]([NH:25][CH3:26])=[O:24])[C:17]([Cl:32])=[CH:16][N:15]=3)=[CH:3][C:2]2=1.Br[CH2:34][CH2:35][O:36][CH3:37]. (3) Given the product [NH2:8][C:9]1[N:10]=[CH:11][C:12]([C:15]2[CH:20]=[CH:19][C:18]([C:21]3[CH:26]=[CH:25][CH:24]=[CH:23][C:22]=3[S:27]([NH:30][C@H:31]([C:33]([OH:35])=[O:34])[CH3:32])(=[O:29])=[O:28])=[CH:17][C:16]=2[F:40])=[CH:13][N:14]=1, predict the reactants needed to synthesize it. The reactants are: FC(F)(F)C(O)=O.[NH2:8][C:9]1[N:14]=[CH:13][C:12]([C:15]2[CH:20]=[CH:19][C:18]([C:21]3[CH:26]=[CH:25][CH:24]=[CH:23][C:22]=3[S:27]([NH:30][C@H:31]([C:33]([O:35]C(C)(C)C)=[O:34])[CH3:32])(=[O:29])=[O:28])=[CH:17][C:16]=2[F:40])=[CH:11][N:10]=1. (4) Given the product [CH2:1]([O:4][C:5]1([CH3:42])[CH2:10][CH2:9][N:8]([C:11]2[N:16]3[N:17]=[C:18]([NH2:20])[CH:19]=[C:15]3[N:14]=[C:13]([CH3:30])[C:12]=2[C@H:31]([O:37][C:38]([CH3:41])([CH3:40])[CH3:39])[C:32]([O:34][CH2:35][CH3:36])=[O:33])[CH2:7][CH2:6]1)[CH:2]=[CH2:3], predict the reactants needed to synthesize it. The reactants are: [CH2:1]([O:4][C:5]1([CH3:42])[CH2:10][CH2:9][N:8]([C:11]2[N:16]3[N:17]=[C:18]([NH:20]C(OCC[Si](C)(C)C)=O)[CH:19]=[C:15]3[N:14]=[C:13]([CH3:30])[C:12]=2[C@H:31]([O:37][C:38]([CH3:41])([CH3:40])[CH3:39])[C:32]([O:34][CH2:35][CH3:36])=[O:33])[CH2:7][CH2:6]1)[CH:2]=[CH2:3].CCCC[N+](CCCC)(CCCC)CCCC.[F-]. (5) Given the product [Cl:23][C:24]1[S:25][C:9]2[CH:8]=[CH:7][C:4]([C:5]#[N:6])=[CH:3][C:2]=2[N:1]=1, predict the reactants needed to synthesize it. The reactants are: [NH2:1][C:2]1[CH:3]=[C:4]([CH:7]=[CH:8][C:9]=1Cl)[C:5]#[N:6].SC1SC2C=CC(C#N)=CC=2N=1.[Cl:23][C:24]1[S:25]C2C=CC(Cl)=CC=2N=1. (6) Given the product [Cl:31][C:26]1[CH:25]=[C:24]([C:10]2[CH:9]=[C:8]([C:6]([OH:7])=[O:5])[N:12]([CH2:13][C:14]3[CH:23]=[CH:22][C:17]([C:18]([O:20][CH3:21])=[O:19])=[CH:16][N:15]=3)[N:11]=2)[CH:29]=[CH:28][C:27]=1[Cl:30], predict the reactants needed to synthesize it. The reactants are: C([O:5][C:6]([C:8]1[N:12]([CH2:13][C:14]2[CH:23]=[CH:22][C:17]([C:18]([O:20][CH3:21])=[O:19])=[CH:16][N:15]=2)[N:11]=[C:10]([C:24]2[CH:29]=[CH:28][C:27]([Cl:30])=[C:26]([Cl:31])[CH:25]=2)[CH:9]=1)=[O:7])(C)(C)C.C(O)(C(F)(F)F)=O. (7) Given the product [CH3:1][C:2]([CH3:10])([CH:8]1[O:13][CH2:12][CH2:11][O:9]1)[CH2:3][C:4]([O:6][CH3:7])=[O:5], predict the reactants needed to synthesize it. The reactants are: [CH3:1][C:2]([CH3:10])([CH:8]=[O:9])[CH2:3][C:4]([O:6][CH3:7])=[O:5].[CH2:11](O)[CH2:12][OH:13].O.C1(C)C=CC(S(O)(=O)=O)=CC=1.O. (8) The reactants are: [C:1]([NH:4][C@@H:5]1[CH2:10][C@H:9](N)[CH2:8][CH2:7][C@@H:6]1[N:12]1[CH2:16][CH2:15][C@H:14]([NH:17][C:18](=[O:27])[O:19][CH2:20][C:21]2[CH:26]=[CH:25][CH:24]=[CH:23][CH:22]=2)[C:13]1=[O:28])(=[O:3])[CH3:2].C(C1C(=O)C(=[O:43])C=C(C(C)(C)C)C=1)(C)(C)C. Given the product [C:1]([NH:4][C@@H:5]1[CH2:10][C:9](=[O:43])[CH2:8][CH2:7][C@@H:6]1[N:12]1[CH2:16][CH2:15][C@H:14]([NH:17][C:18](=[O:27])[O:19][CH2:20][C:21]2[CH:26]=[CH:25][CH:24]=[CH:23][CH:22]=2)[C:13]1=[O:28])(=[O:3])[CH3:2], predict the reactants needed to synthesize it. (9) The reactants are: CO.O.[OH-].[Cs+:5].[C:6](OC=C)(=[O:8])[CH3:7].[C:12]([O:16]C)(=[O:15])[CH:13]=[CH2:14]. Given the product [CH:6]([OH:8])=[CH2:7].[C:12]([O-:16])(=[O:15])[CH:13]=[CH2:14].[Cs+:5], predict the reactants needed to synthesize it.